From a dataset of Forward reaction prediction with 1.9M reactions from USPTO patents (1976-2016). Predict the product of the given reaction. (1) Given the reactants CS(Cl)(=O)=O.[Cl:6][C:7]1[CH:8]=[C:9]([NH:14][C:15]([N:17]2[CH2:22][CH2:21][N:20]([CH2:23][C@@H:24]3[CH2:29][CH2:28][CH2:27][N:26]([CH2:30][CH2:31]O)[CH2:25]3)[CH2:19][CH2:18]2)=[O:16])[CH:10]=[CH:11][C:12]=1[Cl:13].C(N(CC)CC)C.[N-:40]=[N+:41]=[N-:42].[Na+], predict the reaction product. The product is: [N:40]([CH2:31][CH2:30][N:26]1[CH2:27][CH2:28][CH2:29][C@@H:24]([CH2:23][N:20]2[CH2:21][CH2:22][N:17]([C:15]([NH:14][C:9]3[CH:10]=[CH:11][C:12]([Cl:13])=[C:7]([Cl:6])[CH:8]=3)=[O:16])[CH2:18][CH2:19]2)[CH2:25]1)=[N+:41]=[N-:42]. (2) Given the reactants [CH3:1][C:2]([C:4]1[CH:9]=[CH:8][C:7]([O:10][C:11]([F:14])([F:13])[F:12])=[CH:6][CH:5]=1)=[O:3].[S:15]1[CH:19]=[CH:18][CH:17]=[C:16]1[C:20](OCC)=[O:21].[H-].[Na+].Cl, predict the reaction product. The product is: [S:15]1[CH:19]=[CH:18][CH:17]=[C:16]1[C:20](=[O:21])[CH2:1][C:2]([C:4]1[CH:5]=[CH:6][C:7]([O:10][C:11]([F:12])([F:13])[F:14])=[CH:8][CH:9]=1)=[O:3]. (3) Given the reactants C[C@@]1(C2C=CC3C(=CC=C(O[C@H]4CC[C@H]([C:18]([F:21])([F:20])[F:19])CC4)C=3[C:18]([F:21])([F:20])[F:19])C=2)COC(=O)N1.[CH3:33][O:34][C:35](=[O:65])[CH2:36][CH2:37][C:38]([C:43]1[CH:52]=[CH:51][C:50]2[C:45](=[CH:46][CH:47]=[C:48]([O:54][C@H:55]3[CH2:60][CH2:59][C@@H:58]([C:61]([F:64])([F:63])[F:62])[CH2:57][CH2:56]3)[C:49]=2I)[CH:44]=1)([N+:40]([O-:42])=[O:41])[CH3:39], predict the reaction product. The product is: [CH3:33][O:34][C:35](=[O:65])[CH2:36][CH2:37][C:38]([N+:40]([O-:42])=[O:41])([C:43]1[CH:52]=[CH:51][C:50]2[C:45](=[CH:46][CH:47]=[C:48]([O:54][C@H:55]3[CH2:60][CH2:59][C@@H:58]([C:61]([F:64])([F:63])[F:62])[CH2:57][CH2:56]3)[C:49]=2[C:18]([F:21])([F:20])[F:19])[CH:44]=1)[CH3:39]. (4) Given the reactants CC([O-])(C)C.[K+].[C:7]([O:17][C:18]([CH3:21])([CH3:20])[CH3:19])(=[O:16])[CH2:8][C:9]([O:11][C:12]([CH3:15])([CH3:14])[CH3:13])=[O:10].Br[CH:23]([CH2:29]Br)[C:24]([O:26][CH2:27][CH3:28])=[O:25], predict the reaction product. The product is: [C:8]1([C:9]([O:11][C:12]([CH3:13])([CH3:14])[CH3:15])=[O:10])([C:7]([O:17][C:18]([CH3:21])([CH3:20])[CH3:19])=[O:16])[CH2:29][CH:23]1[C:24]([O:26][CH2:27][CH3:28])=[O:25]. (5) Given the reactants [C:1](/[C:3](=[C:7](/[N:9]1[CH2:14][CH2:13][CH2:12][CH2:11][CH2:10]1)\[CH3:8])/[C:4](=[S:6])[NH2:5])#[N:2].[CH3:15]OC(OC)N(C)C.[OH-].[Na+], predict the reaction product. The product is: [N:9]1([C:7]2[CH:8]=[CH:15][NH:5][C:4](=[S:6])[C:3]=2[C:1]#[N:2])[CH2:10][CH2:11][CH2:12][CH2:13][CH2:14]1. (6) Given the reactants [CH:1]([NH:4][C@@H:5]([CH3:11])[C:6]([O:8][CH2:9][CH3:10])=[O:7])([CH3:3])[CH3:2].Cl[C:13]1[C:22]([N+:23]([O-:25])=[O:24])=[CH:21][C:16]([C:17]([O:19][CH3:20])=[O:18])=[CH:15][N:14]=1, predict the reaction product. The product is: [CH2:9]([O:8][C:6](=[O:7])[C@@H:5]([N:4]([CH:1]([CH3:3])[CH3:2])[C:13]1[C:22]([N+:23]([O-:25])=[O:24])=[CH:21][C:16]([C:17]([O:19][CH3:20])=[O:18])=[CH:15][N:14]=1)[CH3:11])[CH3:10]. (7) Given the reactants [F:1][C:2]1[CH:3]=[C:4]([N:14]2[CH2:18][C@H:17]([C:19]([NH:21][O:22]CC3C=CC=CC=3)=[O:20])[O:16][C:15]2=[O:30])[CH:5]=[CH:6][C:7]=1[N:8]1[CH2:13][CH2:12][O:11][CH2:10][CH2:9]1, predict the reaction product. The product is: [F:1][C:2]1[CH:3]=[C:4]([N:14]2[CH2:18][C@H:17]([C:19]([NH:21][OH:22])=[O:20])[O:16][C:15]2=[O:30])[CH:5]=[CH:6][C:7]=1[N:8]1[CH2:13][CH2:12][O:11][CH2:10][CH2:9]1. (8) Given the reactants [C:1](#[N:10])[CH:2]=[CH:3][C:4]1[CH:9]=[CH:8][CH:7]=[CH:6][CH:5]=1.[CH3:11][C:12]1[NH:16][N:15]=[C:14]([NH2:17])[CH:13]=1.[NH:18]1[CH2:22][CH2:21][CH2:20][CH2:19]1, predict the reaction product. The product is: [CH3:11][C:12]1[NH:16][N:15]=[C:14]([NH:17][C:3]2[CH:2]=[C:1]([N:18]3[CH2:22][CH2:21][CH2:20][CH2:19]3)[N:10]=[C:1]([CH:2]=[CH:3][C:4]3[CH:9]=[CH:8][CH:7]=[CH:6][CH:5]=3)[N:10]=2)[CH:13]=1.